From a dataset of Catalyst prediction with 721,799 reactions and 888 catalyst types from USPTO. Predict which catalyst facilitates the given reaction. (1) Reactant: Br[C:2]1[CH:19]=[CH:18][C:5]([CH2:6][NH:7][C:8](=[O:17])[O:9][CH2:10][C:11]2[CH:16]=[CH:15][CH:14]=[CH:13][CH:12]=2)=[CH:4][CH:3]=1.[CH3:20][C:21]1([CH3:37])[C:25]([CH3:27])([CH3:26])[O:24][B:23]([B:23]2[O:24][C:25]([CH3:27])([CH3:26])[C:21]([CH3:37])([CH3:20])[O:22]2)[O:22]1.C([O-])(=O)C.[K+]. Product: [CH3:20][C:21]1([CH3:37])[C:25]([CH3:27])([CH3:26])[O:24][B:23]([C:2]2[CH:19]=[CH:18][C:5]([CH2:6][NH:7][C:8](=[O:17])[O:9][CH2:10][C:11]3[CH:16]=[CH:15][CH:14]=[CH:13][CH:12]=3)=[CH:4][CH:3]=2)[O:22]1. The catalyst class is: 12. (2) Reactant: [Si]([O:8][CH2:9][C:10]1[N:15]=[C:14]([CH:16]=[CH:17][O:18][CH3:19])[C:13]([O:20][CH3:21])=[CH:12][CH:11]=1)(C(C)(C)C)(C)C.[F-].C([N+](CCCC)(CCCC)CCCC)CCC. Product: [CH3:21][O:20][C:13]1[CH:12]=[CH:11][C:10]([CH2:9][OH:8])=[N:15][C:14]=1[CH:16]=[CH:17][O:18][CH3:19]. The catalyst class is: 7. (3) Reactant: [F:1][C:2]1[CH:3]=[CH:4][C:5]([CH3:12])=[C:6]([S:8](Cl)(=[O:10])=[O:9])[CH:7]=1.[NH:13]1[CH2:18][CH2:17][NH:16][CH2:15][CH2:14]1.C(N(CC)CC)C. Product: [F:1][C:2]1[CH:3]=[CH:4][C:5]([CH3:12])=[C:6]([S:8]([N:13]2[CH2:18][CH2:17][NH:16][CH2:15][CH2:14]2)(=[O:10])=[O:9])[CH:7]=1. The catalyst class is: 27. (4) Reactant: [S:1]1[CH:5]=[CH:4][N:3]=[C:2]1[C:6]([N:8]1[CH2:13][CH2:12][N:11]([CH:14]2[CH2:17][N:16]([C:18]([C:20]3[CH:21]=[C:22]4[C:27](=[CH:28][CH:29]=3)[CH2:26][NH:25][CH2:24][CH2:23]4)=[O:19])[CH2:15]2)[CH2:10][CH2:9]1)=[O:7].[CH:30](=O)[C:31]1[CH:36]=[CH:35][CH:34]=[CH:33][CH:32]=1.C(O[BH-](OC(=O)C)OC(=O)C)(=O)C.[Na+].[OH-].[Na+]. Product: [CH2:30]([N:25]1[CH2:24][CH2:23][C:22]2[C:27](=[CH:28][CH:29]=[C:20]([C:18]([N:16]3[CH2:17][CH:14]([N:11]4[CH2:12][CH2:13][N:8]([C:6]([C:2]5[S:1][CH:5]=[CH:4][N:3]=5)=[O:7])[CH2:9][CH2:10]4)[CH2:15]3)=[O:19])[CH:21]=2)[CH2:26]1)[C:31]1[CH:36]=[CH:35][CH:34]=[CH:33][CH:32]=1. The catalyst class is: 34. (5) Reactant: [C:1]([N:3]=[C:4]([NH:23][CH2:24][CH:25](OC)OC)[NH:5][CH:6]1[CH2:11][CH2:10][N:9]([CH2:12][CH:13]2[CH2:18][CH2:17][C:16]3[CH:19]=[CH:20][CH:21]=[CH:22][C:15]=3[O:14]2)[CH2:8][CH2:7]1)#[N:2].Cl.C([O-])([O-])=[O:32].[Na+].[Na+]. Product: [O:14]1[C:15]2[CH:22]=[CH:21][CH:20]=[CH:19][C:16]=2[CH2:17][CH2:18][CH:13]1[CH2:12][N:9]1[CH2:10][CH2:11][CH:6]([N:5]2[CH:25]=[CH:24][N:23]=[C:4]2[NH:3][C:1]#[N:2])[CH2:7][CH2:8]1.[O:14]1[C:15]2[CH:22]=[CH:21][CH:20]=[CH:19][C:16]=2[CH2:17][CH2:18][CH:13]1[CH2:12][N:9]1[CH2:8][CH2:7][CH:6]([N:5]2[CH:25]=[CH:24][N:23]=[C:4]2[NH:3][C:1]([NH2:2])=[O:32])[CH2:11][CH2:10]1. The catalyst class is: 1. (6) Reactant: [F:1][C:2]1[C:10]2[CH2:9][O:8][B:7]([OH:11])[C:6]=2[CH:5]=[CH:4][C:3]=1[C:12]([OH:14])=O.C1CN([P+](ON2N=NC3C=CC=CC2=3)(N2CCCC2)N2CCCC2)CC1.F[P-](F)(F)(F)(F)F.CCN(C(C)C)C(C)C.Cl.[C:58]([NH:62][NH2:63])([CH3:61])([CH3:60])[CH3:59]. Product: [C:58]([NH:62][NH:63][C:12]([C:3]1[CH:4]=[CH:5][C:6]2[B:7]([OH:11])[O:8][CH2:9][C:10]=2[C:2]=1[F:1])=[O:14])([CH3:61])([CH3:60])[CH3:59]. The catalyst class is: 3. (7) The catalyst class is: 77. Reactant: [CH2:1]([N:3]([CH2:25][CH3:26])[C:4]([C:6]1[CH:11]=[C:10]([Sn](CCCC)(CCCC)CCCC)[CH:9]=[CH:8][N:7]=1)=[O:5])[CH3:2].[Cl:27][C:28]1[N:33]=[C:32](Cl)[C:31]([CH3:35])=[CH:30][N:29]=1.ClCCl. Product: [Cl:27][C:28]1[N:33]=[C:32]([C:10]2[CH:9]=[CH:8][N:7]=[C:6]([C:4]([N:3]([CH2:1][CH3:2])[CH2:25][CH3:26])=[O:5])[CH:11]=2)[C:31]([CH3:35])=[CH:30][N:29]=1.